From a dataset of Catalyst prediction with 721,799 reactions and 888 catalyst types from USPTO. Predict which catalyst facilitates the given reaction. (1) Reactant: C(=O)([O-])[O-].[K+].[K+].C([O:10][CH2:11][C:12]1[CH:17]=[C:16]([N+:18]([O-:20])=[O:19])[CH:15]=[C:14]([F:21])[C:13]=1[F:22])(=O)C. Product: [F:22][C:13]1[C:14]([F:21])=[CH:15][C:16]([N+:18]([O-:20])=[O:19])=[CH:17][C:12]=1[CH2:11][OH:10]. The catalyst class is: 24. (2) Product: [N:10]1([C:2]2[N:7]=[C:6]([CH:8]=[O:9])[CH:5]=[CH:4][CH:3]=2)[CH2:15][CH2:14][O:13][CH2:12][CH2:11]1. Reactant: Br[C:2]1[N:7]=[C:6]([CH:8]=[O:9])[CH:5]=[CH:4][CH:3]=1.[NH:10]1[CH2:15][CH2:14][O:13][CH2:12][CH2:11]1.C(=O)([O-])[O-].[K+].[K+]. The catalyst class is: 47.